Dataset: Full USPTO retrosynthesis dataset with 1.9M reactions from patents (1976-2016). Task: Predict the reactants needed to synthesize the given product. (1) Given the product [NH2:27][C:11]1[CH:10]=[C:9]([O:8][CH2:1][C:2]2[CH:3]=[CH:4][CH:5]=[CH:6][CH:7]=2)[C:24]([O:25][CH3:26])=[CH:23][C:12]=1[C:13]([N:15]1[CH2:19][C@H:18]([OH:20])[CH2:17][C@H:16]1[CH2:21][OH:22])=[O:14], predict the reactants needed to synthesize it. The reactants are: [CH2:1]([O:8][C:9]1[C:24]([O:25][CH3:26])=[CH:23][C:12]([C:13]([N:15]2[CH2:19][C@H:18]([OH:20])[CH2:17][C@H:16]2[CH2:21][OH:22])=[O:14])=[C:11]([N+:27]([O-])=O)[CH:10]=1)[C:2]1[CH:7]=[CH:6][CH:5]=[CH:4][CH:3]=1.O.O.Cl[Sn]Cl.CCOC(C)=O. (2) Given the product [CH3:20][N:19]([CH3:21])[C:16]1[CH:17]=[CH:18][C:13]([NH:12][C:30](=[O:31])[O:29][C:26]([CH3:28])([CH3:27])[CH3:25])=[C:14]([N+:22]([O-:24])=[O:23])[CH:15]=1, predict the reactants needed to synthesize it. The reactants are: [H-].[Na+].C[Si](N[Si](C)(C)C)(C)C.[NH2:12][C:13]1[CH:18]=[CH:17][C:16]([N:19]([CH3:21])[CH3:20])=[CH:15][C:14]=1[N+:22]([O-:24])=[O:23].[CH3:25][C:26]([O:29][C:30](O[C:30]([O:29][C:26]([CH3:28])([CH3:27])[CH3:25])=[O:31])=[O:31])([CH3:28])[CH3:27]. (3) Given the product [CH3:25][O:24][C:21]1[CH:22]=[C:23]2[C:18](=[CH:19][C:20]=1[O:26][CH3:27])[N:17]=[CH:16][CH:15]=[C:14]2[O:12][C:11]1[C:2]([CH3:1])=[N:3][C:4]2[C:9]([CH:10]=1)=[CH:8][N:7]=[CH:6][CH:5]=2, predict the reactants needed to synthesize it. The reactants are: [CH3:1][C:2]1[C:11]([OH:12])=[CH:10][C:9]2[C:4](=[CH:5][CH:6]=[N:7][CH:8]=2)[N:3]=1.Cl[C:14]1[C:23]2[C:18](=[CH:19][C:20]([O:26][CH3:27])=[C:21]([O:24][CH3:25])[CH:22]=2)[N:17]=[CH:16][CH:15]=1.O. (4) Given the product [I:13][C:12]1[C:2]([O:1][CH:15]([CH3:17])[CH3:16])=[N:3][CH:4]=[C:5]([CH:11]=1)[C:6]([O:8][CH2:9][CH3:10])=[O:7], predict the reactants needed to synthesize it. The reactants are: [OH:1][C:2]1[C:12]([I:13])=[CH:11][C:5]([C:6]([O:8][CH2:9][CH3:10])=[O:7])=[CH:4][N:3]=1.I[CH:15]([CH3:17])[CH3:16].C(=O)([O-])[O-].[Cs+].[Cs+].